This data is from Reaction yield outcomes from USPTO patents with 853,638 reactions. The task is: Predict the reaction yield, written as a fraction of the theoretical maximum amount of product (1.0 means a 100% yield; for example, 0.34 means a 34% yield). (1) The reactants are [C:1]([C:5]1[O:9][N:8]=[C:7]([NH:10][C:11]([NH:13][C:14]2[CH:19]=[CH:18][CH:17]=[C:16]([O:20][C:21]3[C:30]4[C:25](=[CH:26][CH:27]=[C:28](I)[CH:29]=4)[N:24]=[CH:23][N:22]=3)[CH:15]=2)=[O:12])[CH:6]=1)([CH3:4])([CH3:3])[CH3:2].[NH:32]1[CH2:37][CH2:36][O:35][CH2:34][CH2:33]1.C([O-])([O-])=O.[Cs+].[Cs+]. The catalyst is COCCOC.C1C=CC(/C=C/C(/C=C/C2C=CC=CC=2)=O)=CC=1.C1C=CC(/C=C/C(/C=C/C2C=CC=CC=2)=O)=CC=1.C1C=CC(/C=C/C(/C=C/C2C=CC=CC=2)=O)=CC=1.[Pd].[Pd]. The product is [C:1]([C:5]1[O:9][N:8]=[C:7]([NH:10][C:11]([NH:13][C:14]2[CH:19]=[CH:18][CH:17]=[C:16]([O:20][C:21]3[C:30]4[C:25](=[CH:26][CH:27]=[C:28]([N:32]5[CH2:37][CH2:36][O:35][CH2:34][CH2:33]5)[CH:29]=4)[N:24]=[CH:23][N:22]=3)[CH:15]=2)=[O:12])[CH:6]=1)([CH3:4])([CH3:3])[CH3:2]. The yield is 0.0340. (2) The reactants are [NH:1]1[CH2:6][CH2:5][CH:4]([CH2:7][CH2:8][OH:9])[CH2:3][CH2:2]1.[C:10](O[C:10]([O:12][C:13]([CH3:16])([CH3:15])[CH3:14])=[O:11])([O:12][C:13]([CH3:16])([CH3:15])[CH3:14])=[O:11]. The catalyst is C(Cl)Cl. The product is [OH:9][CH2:8][CH2:7][CH:4]1[CH2:5][CH2:6][N:1]([C:10]([O:12][C:13]([CH3:16])([CH3:15])[CH3:14])=[O:11])[CH2:2][CH2:3]1. The yield is 0.900. (3) The reactants are [Cl:1][C:2]1[CH:3]=[C:4]([NH:9][C:10]2[C:19]3[C:14](=[CH:15][C:16]([O:21][CH3:22])=[C:17]([OH:20])[CH:18]=3)[N:13]=[CH:12][N:11]=2)[CH:5]=[CH:6][C:7]=1[F:8].Br[CH2:24][CH2:25][CH2:26][N:27]1[CH2:32][CH2:31][CH:30]2[CH2:33][O:34][CH2:35][CH:29]2[CH2:28]1.C([O-])([O-])=O.[K+].[K+].C(Cl)Cl. The catalyst is CN(C=O)C. The product is [Cl:1][C:2]1[CH:3]=[C:4]([NH:9][C:10]2[C:19]3[C:14](=[CH:15][C:16]([O:21][CH3:22])=[C:17]([O:20][CH2:24][CH2:25][CH2:26][N:27]4[CH2:32][CH2:31][CH:30]5[CH2:33][O:34][CH2:35][CH:29]5[CH2:28]4)[CH:18]=3)[N:13]=[CH:12][N:11]=2)[CH:5]=[CH:6][C:7]=1[F:8]. The yield is 0.250. (4) The reactants are [CH2:1]([NH:3][C:4]1[CH:13]=[C:12]2[C:7]([C:8]([N:14]3[CH2:19][CH2:18][NH:17][CH2:16][CH2:15]3)=[N:9][CH:10]=[N:11]2)=[CH:6][C:5]=1[N+:20]([O-:22])=[O:21])[CH3:2].C(N(CC)CC)C.[C:30](O[C:30]([O:32][C:33]([CH3:36])([CH3:35])[CH3:34])=[O:31])([O:32][C:33]([CH3:36])([CH3:35])[CH3:34])=[O:31]. The catalyst is ClCCl. The product is [C:33]([O:32][C:30]([N:17]1[CH2:18][CH2:19][N:14]([C:8]2[C:7]3[C:12](=[CH:13][C:4]([NH:3][CH2:1][CH3:2])=[C:5]([N+:20]([O-:22])=[O:21])[CH:6]=3)[N:11]=[CH:10][N:9]=2)[CH2:15][CH2:16]1)=[O:31])([CH3:36])([CH3:35])[CH3:34]. The yield is 0.920. (5) The reactants are [C:1]([O:5][C:6]([N:8]1[CH2:12][C@@H:11]([CH2:13][NH:14][C:15]([O:17][C:18]([CH3:21])([CH3:20])[CH3:19])=[O:16])[CH2:10][C@@H:9]1/[CH:22]=[CH:23]/[O:24]C)=[O:7])([CH3:4])([CH3:3])[CH3:2].FC(F)(F)C(O)=O.C(OCC)(=O)C.C(=O)(O)[O-].[Na+]. The catalyst is C(#N)C.O. The product is [C:1]([O:5][C:6]([N:8]1[CH2:12][C@@H:11]([CH2:13][NH:14][C:15]([O:17][C:18]([CH3:21])([CH3:20])[CH3:19])=[O:16])[CH2:10][C@@H:9]1[CH2:22][CH:23]=[O:24])=[O:7])([CH3:2])([CH3:4])[CH3:3]. The yield is 0.870. (6) The reactants are Cl[C:2]1[N:7]=[C:6]([NH:8][C:9]2[CH:14]=[CH:13][CH:12]=[C:11]([OH:15])[CH:10]=2)[C:5]([F:16])=[CH:4][N:3]=1.[NH2:17][CH2:18][CH2:19][C:20]1[C:28]2[C:23](=[CH:24][CH:25]=[CH:26][CH:27]=2)[NH:22][CH:21]=1. No catalyst specified. The product is [F:16][C:5]1[C:6]([NH:8][C:9]2[CH:14]=[CH:13][CH:12]=[C:11]([OH:15])[CH:10]=2)=[N:7][C:2]([NH:17][CH2:18][CH2:19][C:20]2[C:28]3[C:23](=[CH:24][CH:25]=[CH:26][CH:27]=3)[NH:22][CH:21]=2)=[N:3][CH:4]=1. The yield is 0.530. (7) The product is [NH:2]([C:5]1[C:6]2[CH2:16][CH2:15][CH2:14][CH2:13][CH2:12][CH2:11][C:7]=2[N:8]=[CH:9][N:10]=1)[NH2:3]. The reactants are O.[NH2:2][NH2:3].Cl[C:5]1[C:6]2[CH2:16][CH2:15][CH2:14][CH2:13][CH2:12][CH2:11][C:7]=2[N:8]=[CH:9][N:10]=1. The yield is 0.600. The catalyst is CCO.